This data is from Reaction yield outcomes from USPTO patents with 853,638 reactions. The task is: Predict the reaction yield, written as a fraction of the theoretical maximum amount of product (1.0 means a 100% yield; for example, 0.34 means a 34% yield). The reactants are [OH:1][CH:2]([CH2:18][N:19]1[CH2:24][CH2:23][O:22][CH2:21][CH2:20]1)[CH2:3][N:4]1[CH2:10][CH2:9][CH2:8][C:7]2[NH:11][C:12]([CH:15]=O)=[C:13]([CH3:14])[C:6]=2[C:5]1=[O:17].[Br:25][C:26]1[CH:27]=[C:28]2[C:32](=[CH:33][CH:34]=1)[NH:31][C:30](=[O:35])[CH2:29]2. No catalyst specified. The product is [Br:25][C:26]1[CH:27]=[C:28]2[C:32](=[CH:33][CH:34]=1)[NH:31][C:30](=[O:35])/[C:29]/2=[CH:15]\[C:12]1[NH:11][C:7]2[CH2:8][CH2:9][CH2:10][N:4]([CH2:3][C@H:2]([OH:1])[CH2:18][N:19]3[CH2:20][CH2:21][O:22][CH2:23][CH2:24]3)[C:5](=[O:17])[C:6]=2[C:13]=1[CH3:14]. The yield is 0.630.